This data is from Catalyst prediction with 721,799 reactions and 888 catalyst types from USPTO. The task is: Predict which catalyst facilitates the given reaction. (1) Reactant: [O:1]1[C:5]2[CH:6]=[CH:7][C:8]([C:10]34[CH2:18][CH2:17][CH:16]([NH2:19])[CH2:15][CH:14]3[N:13]([CH2:20][C:21]3[CH:26]=[CH:25][CH:24]=[CH:23][CH:22]=3)[CH2:12][CH2:11]4)=[CH:9][C:4]=2[O:3][CH2:2]1.[Cl:27][C:28]1[CH:29]=[C:30]([N:34]=[C:35]=[O:36])[CH:31]=[CH:32][CH:33]=1. Product: [O:1]1[C:5]2[CH:6]=[CH:7][C:8]([C@@:10]34[CH2:18][CH2:17][C@H:16]([NH:19][C:35]([NH:34][C:30]5[CH:31]=[CH:32][CH:33]=[C:28]([Cl:27])[CH:29]=5)=[O:36])[CH2:15][C@@H:14]3[N:13]([CH2:20][C:21]3[CH:22]=[CH:23][CH:24]=[CH:25][CH:26]=3)[CH2:12][CH2:11]4)=[CH:9][C:4]=2[O:3][CH2:2]1.[O:1]1[C:5]2[CH:6]=[CH:7][C:8]([C@@:10]34[CH2:18][CH2:17][C@@H:16]([NH:19][C:35]([NH:34][C:30]5[CH:31]=[CH:32][CH:33]=[C:28]([Cl:27])[CH:29]=5)=[O:36])[CH2:15][C@@H:14]3[N:13]([CH2:20][C:21]3[CH:22]=[CH:23][CH:24]=[CH:25][CH:26]=3)[CH2:12][CH2:11]4)=[CH:9][C:4]=2[O:3][CH2:2]1. The catalyst class is: 22. (2) Reactant: Cl[C:2]1[C:11]2=[N:12][N:13](CC3C=CC(OC)=CC=3)[CH:14]=[C:10]2[C:9]2[CH:8]=[C:7]([O:24][CH3:25])[CH:6]=[CH:5][C:4]=2[N:3]=1.[NH2:26][C:27]1[CH:41]=[CH:40][C:30]([C:31]([N:33]([CH2:35][CH2:36][N:37]([CH3:39])[CH3:38])[CH3:34])=[O:32])=[CH:29][CH:28]=1.Cl. Product: [CH3:38][N:37]([CH3:39])[CH2:36][CH2:35][N:33]([CH3:34])[C:31](=[O:32])[C:30]1[CH:40]=[CH:41][C:27]([NH:26][C:2]2[C:11]3=[N:12][NH:13][CH:14]=[C:10]3[C:9]3[CH:8]=[C:7]([O:24][CH3:25])[CH:6]=[CH:5][C:4]=3[N:3]=2)=[CH:28][CH:29]=1. The catalyst class is: 71. (3) Reactant: [Br:1][C:2]1[CH:3]=[C:4]([C@H:9]([NH:24][S@@](C(C)(C)C)=O)[CH2:10][NH:11][S:12]([C:15]2[CH:20]=[CH:19][CH:18]=[CH:17][C:16]=2[N+:21]([O-:23])=[O:22])(=[O:14])=[O:13])[CH:5]=[C:6]([F:8])[CH:7]=1.Cl.C([O-])([O-])=O.[Na+].[Na+]. Product: [NH2:24][C@@H:9]([C:4]1[CH:5]=[C:6]([F:8])[CH:7]=[C:2]([Br:1])[CH:3]=1)[CH2:10][NH:11][S:12]([C:15]1[CH:20]=[CH:19][CH:18]=[CH:17][C:16]=1[N+:21]([O-:23])=[O:22])(=[O:14])=[O:13]. The catalyst class is: 28. (4) Reactant: C(OC(=O)[NH:7][CH2:8][CH2:9][CH:10]([CH2:29][C:30]1[CH:35]=[CH:34][C:33]([CH3:36])=[CH:32][CH:31]=1)[C:11](=[O:28])[N:12]1[CH2:17][CH2:16][N:15]([C:18]2[C:27]3[C:22](=[CH:23][CH:24]=[CH:25][CH:26]=3)[N:21]=[CH:20][N:19]=2)[CH2:14][CH2:13]1)(C)(C)C.C(Cl)[Cl:39]. The catalyst class is: 89. Product: [ClH:39].[ClH:39].[NH2:7][CH2:8][CH2:9][CH:10]([CH2:29][C:30]1[CH:31]=[CH:32][C:33]([CH3:36])=[CH:34][CH:35]=1)[C:11]([N:12]1[CH2:13][CH2:14][N:15]([C:18]2[C:27]3[C:22](=[CH:23][CH:24]=[CH:25][CH:26]=3)[N:21]=[CH:20][N:19]=2)[CH2:16][CH2:17]1)=[O:28].